This data is from Forward reaction prediction with 1.9M reactions from USPTO patents (1976-2016). The task is: Predict the product of the given reaction. (1) The product is: [F:7][C:8]([F:15])([F:14])[C:9]([NH:1][CH:2]([CH2:5][OH:6])[CH2:3][OH:4])=[O:10]. Given the reactants [NH2:1][CH:2]([CH2:5][OH:6])[CH2:3][OH:4].[F:7][C:8]([F:15])([F:14])[C:9](OCC)=[O:10], predict the reaction product. (2) Given the reactants C([O:3][C:4]([C:6]1[S:10][C:9]([NH:11][S:12]([CH3:15])(=[O:14])=[O:13])=[N:8][C:7]=1[CH3:16])=[O:5])C.[OH-].[Na+].Cl, predict the reaction product. The product is: [CH3:15][S:12]([NH:11][C:9]1[S:10][C:6]([C:4]([OH:5])=[O:3])=[C:7]([CH3:16])[N:8]=1)(=[O:13])=[O:14]. (3) Given the reactants O[C:2]1([C:15]2[CH:20]=[CH:19][C:18]([O:21][CH3:22])=[CH:17][C:16]=2[CH3:23])[CH2:7][CH2:6][N:5](C(OC(C)(C)C)=O)[CH2:4][CH2:3]1.[ClH:24], predict the reaction product. The product is: [ClH:24].[CH3:22][O:21][C:18]1[CH:19]=[CH:20][C:15]([C:2]2[CH2:7][CH2:6][NH:5][CH2:4][CH:3]=2)=[C:16]([CH3:23])[CH:17]=1. (4) Given the reactants [NH2:1][C:2]1[CH:7]=[CH:6][C:5]([C:8]2[NH:9][C:10](=[O:22])[C:11]3[O:16][C:15]4[CH:17]=[CH:18][C:19]([Br:21])=[CH:20][C:14]=4[C:12]=3[N:13]=2)=[C:4]([Cl:23])[CH:3]=1.NC1C2C=C(Br)C=CC=2OC=1C(N)=O.C(OC([N:45]1[CH2:50][CH2:49][CH:48]([CH2:51][C:52](O)=[O:53])[CH2:47][CH2:46]1)=O)(C)(C)C.C(N1CC(C(O)=O)C1)(OC(C)(C)C)=O, predict the reaction product. The product is: [Br:21][C:19]1[CH:18]=[CH:17][C:15]2[O:16][C:11]3[C:10](=[O:22])[NH:9][C:8]([C:5]4[CH:6]=[CH:7][C:2]([NH:1][C:52](=[O:53])[CH2:51][CH:48]5[CH2:49][CH2:50][NH:45][CH2:46][CH2:47]5)=[CH:3][C:4]=4[Cl:23])=[N:13][C:12]=3[C:14]=2[CH:20]=1. (5) The product is: [Cl:36][C:37]1[CH:44]=[CH:43][CH:42]=[CH:41][C:38]=1[CH2:39][C:2]1[CH:11]=[C:10]([NH:12][C:13]2[CH:18]=[CH:17][C:16]([N:19]3[CH2:24][CH2:23][NH:22][CH2:21][CH2:20]3)=[CH:15][C:14]=2[O:32][CH3:33])[C:9]2[C:8](=[O:34])[NH:7][CH:6]=[CH:5][C:4]=2[N:3]=1. Given the reactants Cl[C:2]1[CH:11]=[C:10]([NH:12][C:13]2[CH:18]=[CH:17][C:16]([N:19]3[CH2:24][CH2:23][N:22](C(OC(C)(C)C)=O)[CH2:21][CH2:20]3)=[CH:15][C:14]=2[O:32][CH3:33])[C:9]2[C:8](=[O:34])[NH:7][CH:6]=[CH:5][C:4]=2[N:3]=1.[Br-].[Cl:36][C:37]1[CH:44]=[CH:43][CH:42]=[CH:41][C:38]=1[CH2:39][Zn+].C1(P(C2CCCCC2)C2C=CC=CC=2C2C(C(C)C)=CC(C(C)C)=CC=2C(C)C)CCCCC1, predict the reaction product. (6) Given the reactants [F:1][C:2]1[CH:7]=[CH:6][C:5]([NH:8][C:9]2[C:13]([C:14]([NH2:16])=[O:15])=[CH:12][NH:11][N:10]=2)=[CH:4][CH:3]=1.Cl[CH2:18][CH:19]([CH3:22])[C:20]#[N:21].C([O-])([O-])=O.[Cs+].[Cs+], predict the reaction product. The product is: [C:20]([CH:19]([CH3:22])[CH2:18][N:11]1[CH:12]=[C:13]([C:14]([NH2:16])=[O:15])[C:9]([NH:8][C:5]2[CH:4]=[CH:3][C:2]([F:1])=[CH:7][CH:6]=2)=[N:10]1)#[N:21]. (7) The product is: [C:1]([S:5]([CH2:8][C@@H:9]([N:12]1[C@H:17]([C:18]2[CH:23]=[CH:22][C:21]([Cl:24])=[CH:20][CH:19]=2)[C@@H:16]([C:25]2[CH:30]=[CH:29][CH:28]=[C:27]([Cl:31])[CH:26]=2)[O:15][C@H:14]([CH2:32][CH2:33][O:34][CH3:38])[C:13]1=[O:35])[CH2:10][CH3:11])(=[O:7])=[O:6])([CH3:2])([CH3:3])[CH3:4]. Given the reactants [C:1]([S:5]([CH2:8][C@@H:9]([N:12]1[C@H:17]([C:18]2[CH:23]=[CH:22][C:21]([Cl:24])=[CH:20][CH:19]=2)[C@@H:16]([C:25]2[CH:30]=[CH:29][CH:28]=[C:27]([Cl:31])[CH:26]=2)[O:15][C@H:14]([CH2:32][CH2:33][OH:34])[C:13]1=[O:35])[CH2:10][CH3:11])(=[O:7])=[O:6])([CH3:4])([CH3:3])[CH3:2].[H-].[Na+].[CH3:38]I, predict the reaction product. (8) Given the reactants [Cr](O[Cr]([O-])(=O)=O)([O-])(=O)=O.[NH+]1C=CC=CC=1.[NH+]1C=CC=CC=1.[C:22]([O:26][C:27]([NH:29][C@@:30]([CH2:42][CH3:43])([CH2:33][O:34][C:35](=[O:41])[CH2:36][CH2:37][CH2:38][CH2:39][CH3:40])[CH2:31][OH:32])=[O:28])([CH3:25])([CH3:24])[CH3:23].CCOCC, predict the reaction product. The product is: [C:22]([O:26][C:27]([NH:29][C@:30]([CH2:42][CH3:43])([CH2:33][O:34][C:35](=[O:41])[CH2:36][CH2:37][CH2:38][CH2:39][CH3:40])[CH2:31][OH:32])=[O:28])([CH3:24])([CH3:25])[CH3:23]. (9) Given the reactants [C:1]([C:3]1[C:8]([O:9][CH2:10][C:11]([O:13][CH2:14][CH3:15])=[O:12])=[N:7][C:6]([N:16]2[CH2:21][CH2:20][O:19][CH2:18][CH2:17]2)=[C:5]2[CH2:22][O:23][C:24]([CH3:27])([CH3:26])[CH2:25][C:4]=12)#[N:2].C(=O)([O-])[O-].[Cs+].[Cs+], predict the reaction product. The product is: [NH2:2][C:1]1[C:3]2[C:8](=[N:7][C:6]([N:16]3[CH2:17][CH2:18][O:19][CH2:20][CH2:21]3)=[C:5]3[CH2:22][O:23][C:24]([CH3:26])([CH3:27])[CH2:25][C:4]3=2)[O:9][C:10]=1[C:11]([O:13][CH2:14][CH3:15])=[O:12]. (10) The product is: [F:1][C:2]1[CH:11]=[C:10]2[C:5]([C:6](=[O:17])[C:7]([C:12]([OH:14])=[O:13])=[CH:8][NH:9]2)=[CH:4][C:3]=1[O:18][CH3:19]. Given the reactants [F:1][C:2]1[CH:11]=[C:10]2[C:5]([C:6](=[O:17])[C:7]([C:12]([O:14]CC)=[O:13])=[CH:8][NH:9]2)=[CH:4][C:3]=1[O:18][CH3:19].[OH-].[Na+].C(O)C.O, predict the reaction product.